The task is: Predict the reactants needed to synthesize the given product.. This data is from Full USPTO retrosynthesis dataset with 1.9M reactions from patents (1976-2016). (1) The reactants are: C(O)(C(F)(F)F)=O.[CH2:8]([O:46][CH:47]1[C@H:51]2[C@H:52](OC3CCCCO3)[N:53](C(OC(C)(C)C)=O)[C:54]3[CH:61]=[CH:60][C:59]([O:62][CH3:63])=[CH:58][C:55]=3[C:56](=[O:57])[N:50]2[CH2:49][CH2:48]1)[CH2:9][CH2:10][CH2:11][CH2:12][CH2:13][O:14][CH:15]1[C@H:19]2[C@H:20](OC3CCCCO3)[N:21](C(OC(C)(C)C)=O)[C:22]3[CH:29]=[CH:28][C:27]([O:30][CH3:31])=[CH:26][C:23]=3[C:24](=[O:25])[N:18]2[CH2:17][CH2:16]1.C([O-])(O)=O.[Na+]. Given the product [CH2:8]([O:46][CH:47]1[C@@H:51]2[CH:52]=[N:53][C:54]3[CH:61]=[CH:60][C:59]([O:62][CH3:63])=[CH:58][C:55]=3[C:56](=[O:57])[N:50]2[CH2:49][CH2:48]1)[CH2:9][CH2:10][CH2:11][CH2:12][CH2:13][O:14][CH:15]1[C@@H:19]2[CH:20]=[N:21][C:22]3[CH:29]=[CH:28][C:27]([O:30][CH3:31])=[CH:26][C:23]=3[C:24](=[O:25])[N:18]2[CH2:17][CH2:16]1, predict the reactants needed to synthesize it. (2) Given the product [CH:1]1[C:10]2[C:5](=[CH:6][CH:7]=[CH:8][CH:9]=2)[CH:4]=[CH:3][C:2]=1[CH:11]([O:13][CH2:14][C:15]1[O:19][N:18]=[C:17]([C:20]([OH:22])=[O:21])[CH:16]=1)[CH3:12], predict the reactants needed to synthesize it. The reactants are: [CH:1]1[C:10]2[C:5](=[CH:6][CH:7]=[CH:8][CH:9]=2)[CH:4]=[CH:3][C:2]=1[CH:11]([O:13][CH2:14][C:15]1[O:19][N:18]=[C:17]([C:20]([O:22]CC)=[O:21])[CH:16]=1)[CH3:12].C(O)C.[OH-].[K+].